Predict the product of the given reaction. From a dataset of Forward reaction prediction with 1.9M reactions from USPTO patents (1976-2016). (1) Given the reactants [F:1][C:2]1[CH:7]=[CH:6][C:5]([C:8]#[C:9][CH2:10][OH:11])=[CH:4][C:3]=1[C:12]([F:15])([F:14])[F:13], predict the reaction product. The product is: [F:1][C:2]1[CH:7]=[CH:6][C:5]([CH2:8][CH2:9][CH2:10][OH:11])=[CH:4][C:3]=1[C:12]([F:13])([F:14])[F:15]. (2) Given the reactants [S:1]1[C:5]2[CH:6]=[C:7]([N:10]3[CH:14]=[CH:13][NH:12][C:11]3=[O:15])[CH:8]=[CH:9][C:4]=2[N:3]=[CH:2]1.I[C:17]1[CH:18]=[N:19][CH:20]=[CH:21][C:22]=1[CH3:23].N[C@@H]1CCCC[C@H]1N.P([O-])([O-])([O-])=O.[K+].[K+].[K+], predict the reaction product. The product is: [S:1]1[C:5]2[CH:6]=[C:7]([N:10]3[CH:14]=[CH:13][N:12]([C:17]4[CH:18]=[N:19][CH:20]=[CH:21][C:22]=4[CH3:23])[C:11]3=[O:15])[CH:8]=[CH:9][C:4]=2[N:3]=[CH:2]1. (3) Given the reactants C[O:2][C:3]1[N:4]=[CH:5][C:6]([C:9](=[O:11])[CH3:10])=[N:7][CH:8]=1.C[S-].[Na+].Cl, predict the reaction product. The product is: [OH:2][C:3]1[N:4]=[CH:5][C:6]([C:9](=[O:11])[CH3:10])=[N:7][CH:8]=1. (4) Given the reactants Cl[C:2]1[CH:3]=[C:4]([C:15]([NH:17][CH2:18][C:19]2[C:20](=[O:27])[NH:21][C:22]([CH3:26])=[CH:23][C:24]=2[CH3:25])=[O:16])[C:5]2[C:10]([CH3:11])=[N:9][N:8]([CH:12]([CH3:14])[CH3:13])[C:6]=2[N:7]=1.[N:28]1[CH:33]=[CH:32][CH:31]=[C:30](B(O)O)[CH:29]=1.C(=O)([O-])[O-].[Na+].[Na+].O, predict the reaction product. The product is: [CH3:25][C:24]1[CH:23]=[C:22]([CH3:26])[NH:21][C:20](=[O:27])[C:19]=1[CH2:18][NH:17][C:15]([C:4]1[C:5]2[C:10]([CH3:11])=[N:9][N:8]([CH:12]([CH3:14])[CH3:13])[C:6]=2[N:7]=[C:2]([C:30]2[CH:29]=[N:28][CH:33]=[CH:32][CH:31]=2)[CH:3]=1)=[O:16]. (5) Given the reactants [CH2:1]([O:3][C:4]([C:6]1[S:10][C:9]([C:11]2[CH:12]=[C:13]3[C:17](=[C:18]([C:20]#[N:21])[CH:19]=2)[N:16]([CH3:22])[CH:15]([CH3:23])[CH2:14]3)=[N:8][C:7]=1[CH3:24])=[O:5])[CH3:2], predict the reaction product. The product is: [CH2:1]([O:3][C:4]([C:6]1[S:10][C:9]([C:11]2[CH:12]=[C:13]3[C:17](=[C:18]([C:20]#[N:21])[CH:19]=2)[N:16]([CH3:22])[C:15]([CH3:23])=[CH:14]3)=[N:8][C:7]=1[CH3:24])=[O:5])[CH3:2]. (6) Given the reactants [Cl:1][C:2]1[CH:7]=[C:6]([Cl:8])[CH:5]=[CH:4][C:3]=1[CH2:9][C:10]([N:12]([C:19]1([C:27](NC2C=CC=CC=2)=[O:28])[CH2:24][CH2:23][N:22]([O:25][CH3:26])[CH2:21][CH2:20]1)[C:13]1[CH:18]=[CH:17][CH:16]=[CH:15][CH:14]=1)=[O:11].CC(C)([O-])C.[K+].CN(C=O)C, predict the reaction product. The product is: [Cl:1][C:2]1[CH:7]=[C:6]([Cl:8])[CH:5]=[CH:4][C:3]=1[C:9]1[C:10](=[O:11])[N:12]([C:13]2[CH:18]=[CH:17][CH:16]=[CH:15][CH:14]=2)[C:19]2([CH2:20][CH2:21][N:22]([O:25][CH3:26])[CH2:23][CH2:24]2)[C:27]=1[OH:28].